From a dataset of Reaction yield outcomes from USPTO patents with 853,638 reactions. Predict the reaction yield, written as a fraction of the theoretical maximum amount of product (1.0 means a 100% yield; for example, 0.34 means a 34% yield). (1) The reactants are [CH3:1][Si]([N-][Si](C)(C)C)(C)C.[Li+].[CH:11]([C:13]1[CH:14]=[C:15]([CH:20]=[CH:21][C:22]=1[OH:23])[C:16]([O:18][CH3:19])=[O:17])=O.Cl. The catalyst is C1COCC1. The product is [OH:23][C:22]1[CH:21]=[CH:20][C:15]([C:16]([O:18][CH3:19])=[O:17])=[CH:14][C:13]=1[CH:11]=[CH2:1]. The yield is 0.660. (2) The reactants are Cl[C:2]1[N:7]=[C:6]([C:8]2[S:12][C:11]([N:13]([CH3:15])[CH3:14])=[N:10][C:9]=2[C:16]2[CH:17]=[CH:18][C:19]([F:34])=[C:20]([NH:22][S:23]([C:26]3[C:31]([F:32])=[CH:30][CH:29]=[CH:28][C:27]=3[F:33])(=[O:25])=[O:24])[CH:21]=2)[CH:5]=[CH:4][N:3]=1.[N:35]1([C:41]2[N:46]=[CH:45][C:44]([NH2:47])=[CH:43][CH:42]=2)[CH2:40][CH2:39][O:38][CH2:37][CH2:36]1.Cl.O1CCOCC1. The catalyst is FC(F)(F)CO. The product is [CH3:14][N:13]([CH3:15])[C:11]1[S:12][C:8]([C:6]2[CH:5]=[CH:4][N:3]=[C:2]([NH:47][C:44]3[CH:45]=[N:46][C:41]([N:35]4[CH2:36][CH2:37][O:38][CH2:39][CH2:40]4)=[CH:42][CH:43]=3)[N:7]=2)=[C:9]([C:16]2[CH:17]=[CH:18][C:19]([F:34])=[C:20]([NH:22][S:23]([C:26]3[C:31]([F:32])=[CH:30][CH:29]=[CH:28][C:27]=3[F:33])(=[O:25])=[O:24])[CH:21]=2)[N:10]=1. The yield is 0.410. (3) The product is [F:29][C:25]([F:30])([CH:26]([F:28])[F:27])[CH2:24][O:1][C:2]1[CH:3]=[CH:4][C:5]([C:8]([O:10][CH3:11])=[O:9])=[N:6][CH:7]=1. The catalyst is CC(C)=O.CN(C=O)C.C(OCC)(=O)C.[NH4+].[Cl-]. The reactants are [OH:1][C:2]1[CH:3]=[CH:4][C:5]([C:8]([O:10][CH3:11])=[O:9])=[N:6][CH:7]=1.C(=O)([O-])[O-].[K+].[K+].FC(F)(F)S(O[CH2:24][C:25]([F:30])([F:29])[CH:26]([F:28])[F:27])(=O)=O. The yield is 0.660. (4) The reactants are C[Al](C)C.[CH2:5]([NH2:8])[CH2:6][NH2:7].C(O[C:12](=O)[CH2:13][N:14]([C:16]1[CH:21]=[CH:20][CH:19]=[C:18]([Cl:22])[CH:17]=1)[CH3:15])C. The yield is 0.290. The product is [Cl:22][C:18]1[CH:17]=[C:16]([N:14]([CH2:13][C:12]2[NH:7][CH2:6][CH2:5][N:8]=2)[CH3:15])[CH:21]=[CH:20][CH:19]=1. The catalyst is C1(C)C=CC=CC=1. (5) The yield is 0.990. The product is [C:14]([Si:1]([C:19]#[CH:20])([C:8]1[CH:13]=[CH:12][CH:11]=[CH:10][CH:9]=1)[C:2]1[CH:7]=[CH:6][CH:5]=[CH:4][CH:3]=1)([CH3:17])([CH3:16])[CH3:15]. The reactants are [Si:1](Cl)([C:14]([CH3:17])([CH3:16])[CH3:15])([C:8]1[CH:13]=[CH:12][CH:11]=[CH:10][CH:9]=1)[C:2]1[CH:7]=[CH:6][CH:5]=[CH:4][CH:3]=1.[CH2:19]1COC[CH2:20]1. No catalyst specified. (6) The reactants are [Si]([O:8][C@H:9]([C@H:44]1[CH2:48][C@@H:47]([O:49][CH2:50][CH2:51][CH3:52])[CH2:46][N:45]1C(OC(C)(C)C)=O)[C@@H:10]([NH:20][C:21](=[O:43])[C:22]1[CH:27]=[C:26]([C:28]2[O:29][CH:30]=[CH:31][N:32]=2)[CH:25]=[C:24]([C:33]([N:35]2[CH2:39][CH2:38][CH2:37][C@@H:36]2[CH2:40][O:41][CH3:42])=[O:34])[CH:23]=1)[CH2:11][C:12]1[CH:17]=[C:16]([F:18])[CH:15]=[C:14]([F:19])[CH:13]=1)(C(C)(C)C)(C)C.C(NC1C=C(C=C(C2OC=CN=2)C=1)C(N[C@@H](CC1C=C(F)C=C(F)C=1)[C@@H]([C@H]1C[C@@H](OCCC)CN1C(OC(C)(C)C)=O)O[Si](C(C)(C)C)(C)C)=O)(=O)C1C=CC=CC=1.C(N(CCC)C(C1C=C(C=C(C2OC=CN=2)C=1)C(O)=O)=O)CC.CCN(C(C)C)C(C)C.CN(C(ON1N=NC2C=CC=NC1=2)=[N+](C)C)C.F[P-](F)(F)(F)(F)F. The catalyst is ClCCl. The product is [F:18][C:16]1[CH:17]=[C:12]([CH2:11][C@H:10]([NH:20][C:21](=[O:43])[C:22]2[CH:27]=[C:26]([C:28]3[O:29][CH:30]=[CH:31][N:32]=3)[CH:25]=[C:24]([C:33]([N:35]3[CH2:39][CH2:38][CH2:37][C@@H:36]3[CH2:40][O:41][CH3:42])=[O:34])[CH:23]=2)[C@H:9]([OH:8])[C@H:44]2[CH2:48][C@@H:47]([O:49][CH2:50][CH2:51][CH3:52])[CH2:46][NH:45]2)[CH:13]=[C:14]([F:19])[CH:15]=1. The yield is 0.950. (7) The reactants are [N:1]12[CH2:8][CH2:7][C:4]([C:9]([C:17]3[CH:22]=[CH:21][CH:20]=[CH:19][CH:18]=3)([C:11]3[CH:16]=[CH:15][CH:14]=[CH:13][CH:12]=3)[OH:10])([CH2:5][CH2:6]1)[CH2:3][CH2:2]2.[Br:23][CH2:24][CH2:25][CH2:26][CH2:27][CH2:28][CH3:29]. The catalyst is CC#N. The product is [Br-:23].[CH2:24]([N+:1]12[CH2:6][CH2:5][C:4]([C:9]([OH:10])([C:17]3[CH:22]=[CH:21][CH:20]=[CH:19][CH:18]=3)[C:11]3[CH:12]=[CH:13][CH:14]=[CH:15][CH:16]=3)([CH2:3][CH2:2]1)[CH2:7][CH2:8]2)[CH2:25][CH2:26][CH2:27][CH2:28][CH3:29]. The yield is 0.730.